The task is: Predict which catalyst facilitates the given reaction.. This data is from Catalyst prediction with 721,799 reactions and 888 catalyst types from USPTO. (1) Reactant: O.[NH2:2][NH2:3].[Br:4][C:5]1[CH:6]=[C:7]([CH:21]=[CH:22][CH:23]=1)[CH:8]=[C:9]1[C:17]2[C:12](=[C:13]([F:19])[CH:14]=[CH:15][C:16]=2[F:18])[C:11](=O)[O:10]1. The catalyst class is: 223. Product: [Br:4][C:5]1[CH:6]=[C:7]([CH:21]=[CH:22][CH:23]=1)[CH2:8][C:9]1[C:17]2[C:12](=[C:13]([F:19])[CH:14]=[CH:15][C:16]=2[F:18])[C:11](=[O:10])[NH:3][N:2]=1. (2) Reactant: [Cl:1][C:2]1[CH:3]=[C:4]([C@@H:8]2[C@@H:13]([C:14]3[CH:19]=[CH:18][C:17]([Cl:20])=[CH:16][CH:15]=3)[NH:12][C:11](=[O:21])[CH2:10][CH2:9]2)[CH:5]=[CH:6][CH:7]=1.[H-].[Na+].[CH:24]1([CH2:27]Br)[CH2:26][CH2:25]1. Product: [Cl:1][C:2]1[CH:3]=[C:4]([C@@H:8]2[C@@H:13]([C:14]3[CH:15]=[CH:16][C:17]([Cl:20])=[CH:18][CH:19]=3)[N:12]([CH2:27][CH:24]3[CH2:26][CH2:25]3)[C:11](=[O:21])[CH2:10][CH2:9]2)[CH:5]=[CH:6][CH:7]=1. The catalyst class is: 3. (3) Reactant: [CH3:1]N(C)C=O.[H-].[Na+].[CH3:8][O:9][C:10]1[CH:11]=[C:12]2[C:17](=[CH:18][C:19]=1[O:20][CH3:21])[N:16]=[CH:15][N:14]=[C:13]2[O:22][C:23]1[CH:28]=[CH:27][C:26]([NH:29][C:30](=[O:38])[O:31][CH:32]2[CH2:37][CH2:36][CH2:35][CH2:34][CH2:33]2)=[CH:25][CH:24]=1.CI. Product: [CH3:8][O:9][C:10]1[CH:11]=[C:12]2[C:17](=[CH:18][C:19]=1[O:20][CH3:21])[N:16]=[CH:15][N:14]=[C:13]2[O:22][C:23]1[CH:24]=[CH:25][C:26]([N:29]([CH3:1])[C:30](=[O:38])[O:31][CH:32]2[CH2:33][CH2:34][CH2:35][CH2:36][CH2:37]2)=[CH:27][CH:28]=1. The catalyst class is: 6. (4) Reactant: [CH3:1][N:2]([CH3:30])[C:3]([C:5]1[N:6]=[CH:7][C:8]([O:11][C:12]2[CH:13]=[C:14]([CH:19]=[C:20]([O:22][C@H:23]3[CH2:27][CH2:26][N:25]([CH3:28])[C:24]3=[O:29])[CH:21]=2)[C:15]([O:17]C)=[O:16])=[N:9][CH:10]=1)=[O:4].CO.[OH-].[Li+].O. Product: [CH3:1][N:2]([CH3:30])[C:3]([C:5]1[N:6]=[CH:7][C:8]([O:11][C:12]2[CH:13]=[C:14]([CH:19]=[C:20]([O:22][C@H:23]3[CH2:27][CH2:26][N:25]([CH3:28])[C:24]3=[O:29])[CH:21]=2)[C:15]([OH:17])=[O:16])=[N:9][CH:10]=1)=[O:4]. The catalyst class is: 1.